Predict the reactants needed to synthesize the given product. From a dataset of Full USPTO retrosynthesis dataset with 1.9M reactions from patents (1976-2016). (1) Given the product [Cl:1][C:2]1[CH:7]=[CH:6][C:5]([C:26]2[C:27]([C:28]([O:30][CH3:31])=[O:29])=[CH:32][CH:33]=[CH:34][C:35]=2[CH3:36])=[CH:4][C:3]=1[C:11]([NH:13][CH2:14][C:15]12[CH2:24][CH:19]3[CH2:20][CH:21]([CH2:23][CH:17]([CH2:18]3)[CH2:16]1)[CH2:22]2)=[O:12], predict the reactants needed to synthesize it. The reactants are: [Cl:1][C:2]1[CH:7]=[CH:6][C:5](B(O)O)=[CH:4][C:3]=1[C:11]([NH:13][CH2:14][C:15]12[CH2:24][CH:19]3[CH2:20][CH:21]([CH2:23][CH:17]([CH2:18]3)[CH2:16]1)[CH2:22]2)=[O:12].I[C:26]1[C:35]([CH3:36])=[CH:34][CH:33]=[CH:32][C:27]=1[C:28]([O:30][CH3:31])=[O:29].C(=O)([O-])[O-].[K+].[K+]. (2) Given the product [CH3:3][O:4][C:5]1[CH:14]=[C:13]2[C:8]([CH2:9][CH2:10][C:11]([CH3:20])([C:16]([O:18][CH3:19])=[O:17])[C:12]2=[O:15])=[CH:7][CH:6]=1, predict the reactants needed to synthesize it. The reactants are: [H-].[Na+].[CH3:3][O:4][C:5]1[CH:14]=[C:13]2[C:8]([CH2:9][CH2:10][CH:11]([C:16]([O:18][CH3:19])=[O:17])[C:12]2=[O:15])=[CH:7][CH:6]=1.[CH3:20]I.